Dataset: Full USPTO retrosynthesis dataset with 1.9M reactions from patents (1976-2016). Task: Predict the reactants needed to synthesize the given product. Given the product [CH3:25][O:24][C:22](=[O:23])[C:21]1[CH:26]=[CH:27][CH:28]=[CH:29][C:20]=1[CH:18]=[C:11]1[C:10]2[C:14](=[CH:15][CH:16]=[C:8]([S:5](=[O:7])(=[O:6])[NH:4][CH:1]([CH3:3])[CH3:2])[CH:9]=2)[NH:13][C:12]1=[O:17], predict the reactants needed to synthesize it. The reactants are: [CH:1]([NH:4][S:5]([C:8]1[CH:9]=[C:10]2[C:14](=[CH:15][CH:16]=1)[NH:13][C:12](=[O:17])[CH2:11]2)(=[O:7])=[O:6])([CH3:3])[CH3:2].[CH:18]([C:20]1[CH:29]=[CH:28][CH:27]=[CH:26][C:21]=1[C:22]([O:24][CH3:25])=[O:23])=O.CCCCCC.C(OCC)(=O)C.